From a dataset of HIV replication inhibition screening data with 41,000+ compounds from the AIDS Antiviral Screen. Binary Classification. Given a drug SMILES string, predict its activity (active/inactive) in a high-throughput screening assay against a specified biological target. The compound is CC(c1cccs1)=[N+]1[N-]C(N)=[S+][AlH3-]12[OH+]B(c1ccccc1)[OH+]2. The result is 0 (inactive).